This data is from NCI-60 drug combinations with 297,098 pairs across 59 cell lines. The task is: Regression. Given two drug SMILES strings and cell line genomic features, predict the synergy score measuring deviation from expected non-interaction effect. (1) Cell line: SF-539. Drug 2: C1CN1P(=S)(N2CC2)N3CC3. Drug 1: CC1C(C(CC(O1)OC2CC(CC3=C2C(=C4C(=C3O)C(=O)C5=C(C4=O)C(=CC=C5)OC)O)(C(=O)C)O)N)O.Cl. Synergy scores: CSS=25.0, Synergy_ZIP=-7.98, Synergy_Bliss=-5.27, Synergy_Loewe=-5.89, Synergy_HSA=-3.37. (2) Drug 1: CC12CCC3C(C1CCC2=O)CC(=C)C4=CC(=O)C=CC34C. Drug 2: CC1=C(C(=O)C2=C(C1=O)N3CC4C(C3(C2COC(=O)N)OC)N4)N. Cell line: ACHN. Synergy scores: CSS=60.6, Synergy_ZIP=6.14, Synergy_Bliss=7.70, Synergy_Loewe=-0.967, Synergy_HSA=9.98. (3) Drug 1: CC1OCC2C(O1)C(C(C(O2)OC3C4COC(=O)C4C(C5=CC6=C(C=C35)OCO6)C7=CC(=C(C(=C7)OC)O)OC)O)O. Drug 2: CCC1=C2CN3C(=CC4=C(C3=O)COC(=O)C4(CC)O)C2=NC5=C1C=C(C=C5)O. Cell line: NCI-H322M. Synergy scores: CSS=4.65, Synergy_ZIP=-4.13, Synergy_Bliss=-4.03, Synergy_Loewe=-9.94, Synergy_HSA=-3.22. (4) Drug 1: C1C(C(OC1N2C=NC3=C(N=C(N=C32)Cl)N)CO)O. Drug 2: CC12CCC3C(C1CCC2OP(=O)(O)O)CCC4=C3C=CC(=C4)OC(=O)N(CCCl)CCCl.[Na+]. Cell line: UO-31. Synergy scores: CSS=55.9, Synergy_ZIP=-3.81, Synergy_Bliss=1.15, Synergy_Loewe=2.09, Synergy_HSA=4.17.